From a dataset of Reaction yield outcomes from USPTO patents with 853,638 reactions. Predict the reaction yield, written as a fraction of the theoretical maximum amount of product (1.0 means a 100% yield; for example, 0.34 means a 34% yield). The reactants are [CH3:1][CH2:2][C:3]([C:5]1[CH:10]=[CH:9][C:8]([O:11][CH3:12])=[C:7]([O:13][CH3:14])[CH:6]=1)=O.[CH3:15][O:16][C:17]1[CH:18]=[C:19]2[C:23](=[CH:24][CH:25]=1)[NH:22][C:21](=[O:26])[C:20]2=O.[OH-:28].[K+]. The catalyst is O. The product is [CH3:14][O:13][C:7]1[CH:6]=[C:5]([C:3]2[C:2]([CH3:1])=[C:20]([C:21]([OH:26])=[O:28])[C:19]3[C:23](=[CH:24][CH:25]=[C:17]([O:16][CH3:15])[CH:18]=3)[N:22]=2)[CH:10]=[CH:9][C:8]=1[O:11][CH3:12]. The yield is 0.340.